Predict the product of the given reaction. From a dataset of Forward reaction prediction with 1.9M reactions from USPTO patents (1976-2016). (1) Given the reactants [CH2:1]([N:3]1[CH:7]=[C:6]([C:8]2[CH:17]=[C:16]3[C:11]([CH:12]=[CH:13][CH:14]=[N:15]3)=[C:10]([O:18][CH2:19][C@:20]3([F:33])[CH2:25][CH2:24][CH2:23][N:22](C(OC(C)(C)C)=O)[CH2:21]3)[N:9]=2)[CH:5]=[N:4]1)[CH3:2].FC(F)(F)C(O)=O, predict the reaction product. The product is: [CH2:1]([N:3]1[CH:7]=[C:6]([C:8]2[CH:17]=[C:16]3[C:11]([CH:12]=[CH:13][CH:14]=[N:15]3)=[C:10]([O:18][CH2:19][C@:20]3([F:33])[CH2:25][CH2:24][CH2:23][NH:22][CH2:21]3)[N:9]=2)[CH:5]=[N:4]1)[CH3:2]. (2) Given the reactants CN(C(ON1N=NC2C=CC=NC1=2)=[N+](C)C)C.F[P-](F)(F)(F)(F)F.[N:25]1[C:34]2[C:29](=[CH:30][CH:31]=[CH:32][CH:33]=2)[CH:28]=[C:27]([C:35]2[C:36]3[C:48]([NH2:49])=[N:47][CH:46]=[N:45][C:37]=3[N:38]3[C:43]=2[CH2:42][CH2:41][CH:40]([NH2:44])[CH2:39]3)[CH:26]=1.Cl.[CH3:51][N:52]([CH3:59])[CH2:53]/[CH:54]=[CH:55]/[C:56](O)=[O:57].C(=O)(O)[O-].[Na+], predict the reaction product. The product is: [NH2:49][C:48]1[C:36]2[C:35]([C:27]3[CH:26]=[N:25][C:34]4[C:29]([CH:28]=3)=[CH:30][CH:31]=[CH:32][CH:33]=4)=[C:43]3[N:38]([C:37]=2[N:45]=[CH:46][N:47]=1)[CH2:39][CH:40]([NH:44][C:56](=[O:57])/[CH:55]=[CH:54]/[CH2:53][N:52]([CH3:59])[CH3:51])[CH2:41][CH2:42]3. (3) Given the reactants [N:1]([CH:4]([C:6]1[CH:11]=[C:10]([N:12]([CH2:21][O:22][CH2:23][CH2:24][Si:25]([CH3:28])([CH3:27])[CH3:26])[CH2:13][O:14][CH2:15][CH2:16][Si:17]([CH3:20])([CH3:19])[CH3:18])[N:9]2[N:29]=[CH:30][C:31]([C:32]3[CH:33]=[N:34][C:35]4[C:40]([CH:41]=3)=[CH:39][C:38]([F:42])=[CH:37][CH:36]=4)=[C:8]2[N:7]=1)[CH3:5])=[N+]=[N-].C1COCC1.CP(C)C.O, predict the reaction product. The product is: [NH2:1][CH:4]([C:6]1[CH:11]=[C:10]([N:12]([CH2:21][O:22][CH2:23][CH2:24][Si:25]([CH3:28])([CH3:27])[CH3:26])[CH2:13][O:14][CH2:15][CH2:16][Si:17]([CH3:18])([CH3:19])[CH3:20])[N:9]2[N:29]=[CH:30][C:31]([C:32]3[CH:33]=[N:34][C:35]4[C:40]([CH:41]=3)=[CH:39][C:38]([F:42])=[CH:37][CH:36]=4)=[C:8]2[N:7]=1)[CH3:5]. (4) Given the reactants F[C:2]1[CH:3]=[C:4]([OH:11])[CH:5]=[CH:6][C:7]=1[N+:8]([O-:10])=[O:9].[NH:12]1[CH2:17][CH2:16][O:15][CH2:14][CH2:13]1.C(=O)([O-])[O-].[Ca+2], predict the reaction product. The product is: [O:15]1[CH2:16][CH2:17][N:12]([C:2]2[CH:3]=[C:4]([OH:11])[CH:5]=[CH:6][C:7]=2[N+:8]([O-:10])=[O:9])[CH2:13][CH2:14]1. (5) Given the reactants [N+:1]([C:4]1[C:12]2[NH:11][C:10](=O)[NH:9][C:8]=2[CH:7]=[CH:6][CH:5]=1)([O-:3])=[O:2].P(Cl)(Cl)([Cl:16])=O, predict the reaction product. The product is: [Cl:16][C:10]1[NH:9][C:8]2[CH:7]=[CH:6][CH:5]=[C:4]([N+:1]([O-:3])=[O:2])[C:12]=2[N:11]=1.